Dataset: Full USPTO retrosynthesis dataset with 1.9M reactions from patents (1976-2016). Task: Predict the reactants needed to synthesize the given product. (1) Given the product [NH2:1][CH2:2][CH2:3][NH:4][S:17]([C:14]1[CH:13]=[CH:12][C:11]([O:10][CH2:5][CH2:6][CH2:7][CH2:8][CH3:9])=[CH:16][CH:15]=1)(=[O:19])=[O:18], predict the reactants needed to synthesize it. The reactants are: [NH2:1][CH2:2][CH2:3][NH2:4].[CH2:5]([O:10][C:11]1[CH:16]=[CH:15][C:14]([S:17](Cl)(=[O:19])=[O:18])=[CH:13][CH:12]=1)[CH2:6][CH2:7][CH2:8][CH3:9]. (2) Given the product [Cl:2][C:3]1[C:4]2[C:5]3[C:6](=[C:20]([CH3:23])[O:21][N:22]=3)[C:7](=[O:19])[N:8]([CH:13]3[CH2:18][CH2:17][CH2:16][N:15]([C:32](=[O:33])[CH2:31][CH2:30][C:26]4[CH:25]=[N:24][CH:29]=[CH:28][CH:27]=4)[CH2:14]3)[C:9]=2[CH:10]=[CH:11][CH:12]=1, predict the reactants needed to synthesize it. The reactants are: I.[Cl:2][C:3]1[C:4]2[C:5]3[C:6](=[C:20]([CH3:23])[O:21][N:22]=3)[C:7](=[O:19])[N:8]([CH:13]3[CH2:18][CH2:17][CH2:16][NH:15][CH2:14]3)[C:9]=2[CH:10]=[CH:11][CH:12]=1.[N:24]1[CH:29]=[CH:28][CH:27]=[C:26]([CH2:30][CH2:31][C:32](O)=[O:33])[CH:25]=1.Cl.CN(C)CCCN=C=NCC.ON1C2N=CC=CC=2N=N1.C(N(CC)CC)C. (3) Given the product [F:1][C:2]([F:29])([F:30])[C:3]1[CH:8]=[CH:7][C:6]([C:9]([C:19]2[CH:20]=[CH:21][C:22]([C:25]([F:26])([F:28])[F:27])=[CH:23][CH:24]=2)=[CH:10]/[CH:11]=[C:12](\[CH3:18])/[C:13]([OH:15])=[O:14])=[CH:5][CH:4]=1, predict the reactants needed to synthesize it. The reactants are: [F:1][C:2]([F:30])([F:29])[C:3]1[CH:8]=[CH:7][C:6]([C:9]([C:19]2[CH:24]=[CH:23][C:22]([C:25]([F:28])([F:27])[F:26])=[CH:21][CH:20]=2)=[CH:10]/[CH:11]=[C:12](\[CH3:18])/[C:13]([O:15]CC)=[O:14])=[CH:5][CH:4]=1.O.[OH-].[Li+].CO.O. (4) Given the product [Cl:8][C:9]1[CH:16]=[CH:15][CH:14]=[C:13]([Cl:17])[C:10]=1[CH:11]=[C:2]1[CH2:3][CH2:4][CH2:5][C:6](=[CH:11][C:10]2[C:9]([Cl:8])=[CH:16][CH:15]=[CH:14][C:13]=2[Cl:17])[C:1]1=[O:7], predict the reactants needed to synthesize it. The reactants are: [C:1]1(=[O:7])[CH2:6][CH2:5][CH2:4][CH2:3][CH2:2]1.[Cl:8][C:9]1[CH:16]=[CH:15][CH:14]=[C:13]([Cl:17])[C:10]=1[CH:11]=O. (5) Given the product [CH2:1]([C:5]1([CH2:68][CH2:69][CH2:70][CH3:71])[C:17]2[CH:16]=[C:15]([N:18]([C:47]3[CH:59]=[CH:58][C:57]4[C:56]5[C:51](=[CH:52][CH:53]=[CH:54][CH:55]=5)[C:50]([CH2:60][CH2:61][CH2:62][CH3:63])([CH2:64][CH2:65][CH2:66][CH3:67])[C:49]=4[CH:48]=3)[C:19]3[CH:31]=[C:30]4[C:22]([C:23]5[CH:24]=[CH:25][C:26]([C:40]6[S:44][C:43]([CH:45]=[C:74]([C:72]#[N:73])[C:75]([OH:77])=[O:76])=[CH:42][CH:41]=6)=[CH:27][C:28]=5[C:29]4([CH2:32][CH2:33][CH2:34][CH3:35])[CH2:36][CH2:37][CH2:38][CH3:39])=[CH:21][CH:20]=3)[CH:14]=[CH:13][C:12]=2[C:11]2[C:6]1=[CH:7][CH:8]=[CH:9][CH:10]=2)[CH2:2][CH2:3][CH3:4], predict the reactants needed to synthesize it. The reactants are: [CH2:1]([C:5]1([CH2:68][CH2:69][CH2:70][CH3:71])[C:17]2[CH:16]=[C:15]([N:18]([C:47]3[CH:59]=[CH:58][C:57]4[C:56]5[C:51](=[CH:52][CH:53]=[CH:54][CH:55]=5)[C:50]([CH2:64][CH2:65][CH2:66][CH3:67])([CH2:60][CH2:61][CH2:62][CH3:63])[C:49]=4[CH:48]=3)[C:19]3[CH:31]=[C:30]4[C:22]([C:23]5[CH:24]=[CH:25][C:26]([C:40]6[S:44][C:43]([CH:45]=O)=[CH:42][CH:41]=6)=[CH:27][C:28]=5[C:29]4([CH2:36][CH2:37][CH2:38][CH3:39])[CH2:32][CH2:33][CH2:34][CH3:35])=[CH:21][CH:20]=3)[CH:14]=[CH:13][C:12]=2[C:11]2[C:6]1=[CH:7][CH:8]=[CH:9][CH:10]=2)[CH2:2][CH2:3][CH3:4].[C:72]([CH2:74][C:75]([OH:77])=[O:76])#[N:73].